Dataset: Full USPTO retrosynthesis dataset with 1.9M reactions from patents (1976-2016). Task: Predict the reactants needed to synthesize the given product. Given the product [F:26][C:27]1[CH:28]=[C:29]([NH:30][C:2]2[C:11]3=[N:12][NH:13][CH:14]=[C:10]3[C:9]3[CH:8]=[C:7]([O:24][CH3:25])[CH:6]=[CH:5][C:4]=3[N:3]=2)[CH:31]=[CH:32][C:33]=1[N:34]1[CH2:35][CH2:36][O:37][CH2:38][CH2:39]1, predict the reactants needed to synthesize it. The reactants are: Cl[C:2]1[C:11]2=[N:12][N:13](CC3C=CC(OC)=CC=3)[CH:14]=[C:10]2[C:9]2[CH:8]=[C:7]([O:24][CH3:25])[CH:6]=[CH:5][C:4]=2[N:3]=1.[F:26][C:27]1[CH:28]=[C:29]([CH:31]=[CH:32][C:33]=1[N:34]1[CH2:39][CH2:38][O:37][CH2:36][CH2:35]1)[NH2:30].Cl.